From a dataset of Catalyst prediction with 721,799 reactions and 888 catalyst types from USPTO. Predict which catalyst facilitates the given reaction. (1) Reactant: [C:1]([O:5][C:6]([N:8]1[C@H:17]([C:18]([N:20]2[CH2:24][C@@H:23]([F:25])[CH2:22][C@H:21]2[C:26]#[N:27])=[O:19])[CH2:16][C:15]2[C:10](=[CH:11][C:12]([OH:28])=[CH:13][CH:14]=2)[CH2:9]1)=[O:7])([CH3:4])([CH3:3])[CH3:2].CI.[C:31](=O)([O-])[O-].[K+].[K+]. Product: [C:1]([O:5][C:6]([N:8]1[C@H:17]([C:18]([N:20]2[CH2:24][C@@H:23]([F:25])[CH2:22][C@H:21]2[C:26]#[N:27])=[O:19])[CH2:16][C:15]2[C:10](=[CH:11][C:12]([O:28][CH3:31])=[CH:13][CH:14]=2)[CH2:9]1)=[O:7])([CH3:4])([CH3:2])[CH3:3]. The catalyst class is: 35. (2) Reactant: [Br:1][C:2]1[C:3]([C:22]2[CH2:23][CH2:24][NH:25][CH2:26][CH:27]=2)=[N:4][C:5]2[N:6]([N:9]=[CH:10][C:11]=2[C:12]2[CH:13]=[N:14][C:15]3[C:20]([CH:21]=2)=[CH:19][CH:18]=[CH:17][CH:16]=3)[C:7]=1[NH2:8].C(N(CC)C(C)C)(C)C.[S:37]1[CH:41]=[CH:40][CH:39]=[C:38]1[C:42](O)=[O:43].C(Cl)CCl. Product: [NH2:8][C:7]1[N:6]2[N:9]=[CH:10][C:11]([C:12]3[CH:13]=[N:14][C:15]4[C:20]([CH:21]=3)=[CH:19][CH:18]=[CH:17][CH:16]=4)=[C:5]2[N:4]=[C:3]([C:22]2[CH2:23][CH2:24][N:25]([C:42]([C:38]3[S:37][CH:41]=[CH:40][CH:39]=3)=[O:43])[CH2:26][CH:27]=2)[C:2]=1[Br:1]. The catalyst class is: 3. (3) Reactant: NO.[CH2:3]([OH:5])[CH3:4].[OH:6][NH:7][C:8]([N:10]1[C:18]2[C:13](=[CH:14][CH:15]=[CH:16][CH:17]=2)[CH:12]=[C:11]1[C:19]1[C:20]([OH:31])=[C:21]([C:25]2[CH:30]=[CH:29][CH:28]=[CH:27][CH:26]=2)[CH:22]=[CH:23][CH:24]=1)=[NH:9].C(OC(=O)C)(=O)C. Product: [C:3]([O:6][NH:7][C:8]([N:10]1[C:18]2[C:13](=[CH:14][CH:15]=[CH:16][CH:17]=2)[CH:12]=[C:11]1[C:19]1[C:20]([OH:31])=[C:21]([C:25]2[CH:30]=[CH:29][CH:28]=[CH:27][CH:26]=2)[CH:22]=[CH:23][CH:24]=1)=[NH:9])(=[O:5])[CH3:4]. The catalyst class is: 15.